The task is: Regression. Given a peptide amino acid sequence and an MHC pseudo amino acid sequence, predict their binding affinity value. This is MHC class II binding data.. This data is from Peptide-MHC class II binding affinity with 134,281 pairs from IEDB. (1) The peptide sequence is SVPAADKFKTFEAAF. The MHC is DRB1_1501 with pseudo-sequence DRB1_1501. The binding affinity (normalized) is 0.391. (2) The peptide sequence is DSVTPMILKAQKGGNL. The MHC is DRB1_0802 with pseudo-sequence DRB1_0802. The binding affinity (normalized) is 0.370. (3) The peptide sequence is NTLYLQMNSLRAEDT. The MHC is HLA-DQA10102-DQB10602 with pseudo-sequence HLA-DQA10102-DQB10602. The binding affinity (normalized) is 0.494. (4) The peptide sequence is KKKGTMRASALILIEAG. The MHC is DRB1_0701 with pseudo-sequence DRB1_0701. The binding affinity (normalized) is 0.626. (5) The peptide sequence is EKKYFAATQFEPLKA. The MHC is HLA-DQA10401-DQB10402 with pseudo-sequence HLA-DQA10401-DQB10402. The binding affinity (normalized) is 0.492. (6) The peptide sequence is LRIKSYEDAKSPLTA. The MHC is HLA-DPA10103-DPB10201 with pseudo-sequence HLA-DPA10103-DPB10201. The binding affinity (normalized) is 0.158.